This data is from Catalyst prediction with 721,799 reactions and 888 catalyst types from USPTO. The task is: Predict which catalyst facilitates the given reaction. (1) Reactant: [C:1]([CH2:3][C:4]1[C:5]([C:10]#[N:11])=[CH:6][CH:7]=[CH:8][CH:9]=1)#[N:2].[BrH:12].C([O-])(=O)C. Product: [NH2:2][C:1]1[N:11]=[C:10]([Br:12])[C:5]2[C:4]([CH:3]=1)=[CH:9][CH:8]=[CH:7][CH:6]=2. The catalyst class is: 15. (2) Reactant: [OH:1][C:2]1[C:3]([C:8]([O:10][CH2:11][CH3:12])=[O:9])=[N:4][CH:5]=[CH:6][CH:7]=1.[F:13][C:14]([F:27])([F:26])[S:15](O[S:15]([C:14]([F:27])([F:26])[F:13])(=[O:17])=[O:16])(=[O:17])=[O:16].O. Product: [F:13][C:14]([F:27])([F:26])[S:15]([O:1][C:2]1[C:3]([C:8]([O:10][CH2:11][CH3:12])=[O:9])=[N:4][CH:5]=[CH:6][CH:7]=1)(=[O:17])=[O:16]. The catalyst class is: 17. (3) Reactant: CC(O)=O.[NH2:5][CH:6]([C:10]1[N:11]([CH2:24][C:25]2[CH:30]=[CH:29][CH:28]=[CH:27][CH:26]=2)[C:12](=[O:23])[C:13]2[O:18][C:17]3[CH:19]=[CH:20][CH:21]=[CH:22][C:16]=3[C:14]=2[N:15]=1)[CH:7]([CH3:9])[CH3:8].[CH2:31]([O:38][C:39]([NH:41][CH2:42][CH2:43][CH:44]=O)=[O:40])[C:32]1[CH:37]=[CH:36][CH:35]=[CH:34][CH:33]=1.[BH4-].[Na+]. Product: [CH2:31]([O:38][C:39](=[O:40])[NH:41][CH2:42][CH2:43][CH2:44][NH:5][CH:6]([C:10]1[N:11]([CH2:24][C:25]2[CH:30]=[CH:29][CH:28]=[CH:27][CH:26]=2)[C:12](=[O:23])[C:13]2[O:18][C:17]3[CH:19]=[CH:20][CH:21]=[CH:22][C:16]=3[C:14]=2[N:15]=1)[CH:7]([CH3:9])[CH3:8])[C:32]1[CH:37]=[CH:36][CH:35]=[CH:34][CH:33]=1. The catalyst class is: 5.